From a dataset of Catalyst prediction with 721,799 reactions and 888 catalyst types from USPTO. Predict which catalyst facilitates the given reaction. Reactant: [Cl:1][C:2]1[CH:3]=[C:4]([C:8]2[CH:13]=[C:12]([O:14][CH3:15])[CH:11]=[C:10]([F:16])[CH:9]=2)[CH:5]=[CH:6][CH:7]=1.C([Li])CCC.[B:22](OC(C)C)([O:27]C(C)C)[O:23]C(C)C. Product: [Cl:1][C:2]1[CH:3]=[C:4]([C:8]2[CH:13]=[C:12]([O:14][CH3:15])[C:11]([B:22]([OH:27])[OH:23])=[C:10]([F:16])[CH:9]=2)[CH:5]=[CH:6][CH:7]=1. The catalyst class is: 1.